Dataset: Peptide-MHC class II binding affinity with 134,281 pairs from IEDB. Task: Regression. Given a peptide amino acid sequence and an MHC pseudo amino acid sequence, predict their binding affinity value. This is MHC class II binding data. (1) The binding affinity (normalized) is 0.659. The peptide sequence is AFILDGDNLFPKF. The MHC is DRB1_0401 with pseudo-sequence DRB1_0401. (2) The MHC is DRB1_0802 with pseudo-sequence DRB1_0802. The binding affinity (normalized) is 0.704. The peptide sequence is VGSLQYLALTALITPKK. (3) The peptide sequence is MLLRKYGIAAENVID. The MHC is HLA-DPA10201-DPB11401 with pseudo-sequence HLA-DPA10201-DPB11401. The binding affinity (normalized) is 0.752. (4) The peptide sequence is SGNLVMFQMQDHQLI. The MHC is HLA-DQA10401-DQB10402 with pseudo-sequence HLA-DQA10401-DQB10402. The binding affinity (normalized) is 0.173. (5) The MHC is DRB1_0701 with pseudo-sequence DRB1_0701. The peptide sequence is MLFRILSLNLIKIK. The binding affinity (normalized) is 0.821. (6) The peptide sequence is SQTTANPSCPEGT. The MHC is DRB1_0101 with pseudo-sequence DRB1_0101. The binding affinity (normalized) is 0. (7) The peptide sequence is EEFVSLASRFLVEED. The MHC is HLA-DPA10103-DPB10301 with pseudo-sequence HLA-DPA10103-DPB10301. The binding affinity (normalized) is 0.584. (8) The peptide sequence is KKPDFILATDIAEMG. The MHC is DRB1_0801 with pseudo-sequence DRB1_0801. The binding affinity (normalized) is 0.487.